This data is from Reaction yield outcomes from USPTO patents with 853,638 reactions. The task is: Predict the reaction yield, written as a fraction of the theoretical maximum amount of product (1.0 means a 100% yield; for example, 0.34 means a 34% yield). The reactants are [CH2:1]([NH2:7])[C:2]1[O:6][CH:5]=[CH:4][CH:3]=1.[F:8][C:9]([F:15])([F:14])[S:10](Cl)(=[O:12])=[O:11]. The catalyst is N1C=CC=CC=1. The product is [F:8][C:9]([F:15])([F:14])[S:10]([NH:7][CH2:1][C:2]1[O:6][CH:5]=[CH:4][CH:3]=1)(=[O:12])=[O:11]. The yield is 0.850.